Dataset: Peptide-MHC class I binding affinity with 185,985 pairs from IEDB/IMGT. Task: Regression. Given a peptide amino acid sequence and an MHC pseudo amino acid sequence, predict their binding affinity value. This is MHC class I binding data. (1) The MHC is HLA-A03:01 with pseudo-sequence HLA-A03:01. The peptide sequence is KLADMSIYC. The binding affinity (normalized) is 0.229. (2) The peptide sequence is SVFEGIRAY. The MHC is HLA-A26:01 with pseudo-sequence HLA-A26:01. The binding affinity (normalized) is 1.00. (3) The binding affinity (normalized) is 0.0847. The peptide sequence is IMNEGWASF. The MHC is HLA-B27:05 with pseudo-sequence HLA-B27:05. (4) The peptide sequence is AHVCNATDFW. The MHC is Mamu-B17 with pseudo-sequence Mamu-B17. The binding affinity (normalized) is 0.879. (5) The peptide sequence is FSTSAYLISI. The MHC is HLA-A68:02 with pseudo-sequence HLA-A68:02. The binding affinity (normalized) is 0.966. (6) The peptide sequence is YVGDTSMMVI. The MHC is HLA-A02:01 with pseudo-sequence HLA-A02:01. The binding affinity (normalized) is 0.382. (7) The peptide sequence is EGNETPGGY. The MHC is HLA-A29:02 with pseudo-sequence HLA-A29:02. The binding affinity (normalized) is 0.0909.